Predict the reaction yield, written as a fraction of the theoretical maximum amount of product (1.0 means a 100% yield; for example, 0.34 means a 34% yield). From a dataset of Reaction yield outcomes from USPTO patents with 853,638 reactions. (1) The reactants are [Na+].[I-:2].ClN1C(=O)CCC1=O.[CH2:11]([O:13][C:14]([C:16]1[NH:17][C:18]2[C:23]([CH:24]=1)=[CH:22][C:21]([O:25][CH2:26][C:27]1[CH:32]=[CH:31][CH:30]=[CH:29][CH:28]=1)=[CH:20][CH:19]=2)=[O:15])[CH3:12].[O-]S([O-])(=S)=O.[Na+].[Na+]. The catalyst is CC(C)=O. The product is [CH2:11]([O:13][C:14]([C:16]1[NH:17][C:18]2[C:23]([C:24]=1[I:2])=[CH:22][C:21]([O:25][CH2:26][C:27]1[CH:32]=[CH:31][CH:30]=[CH:29][CH:28]=1)=[CH:20][CH:19]=2)=[O:15])[CH3:12]. The yield is 0.870. (2) The reactants are C(OC([NH:8][CH2:9][C:10]([O:12][C@H:13]1[CH2:18][CH2:17][CH2:16][CH2:15][C@@H:14]1[NH:19][C:20]1[CH:25]=[C:24]([N:26]2[C:34]3[CH2:33][C:32]([CH3:36])([CH3:35])[CH2:31][C:30](=[O:37])[C:29]=3[C:28]([C:38]([F:41])([F:40])[F:39])=[N:27]2)[CH:23]=[C:22]([F:42])[C:21]=1[C:43](=[O:45])[NH2:44])=[O:11])=O)(C)(C)C.[CH3:46][S:47]([OH:50])(=[O:49])=[O:48]. The catalyst is C(O)(=O)C.COC(C)(C)C. The yield is 0.290. The product is [CH3:46][S:47]([OH:50])(=[O:49])=[O:48].[NH2:8][CH2:9][C:10]([O:12][C@H:13]1[CH2:18][CH2:17][CH2:16][CH2:15][C@@H:14]1[NH:19][C:20]1[CH:25]=[C:24]([N:26]2[C:34]3[CH2:33][C:32]([CH3:35])([CH3:36])[CH2:31][C:30](=[O:37])[C:29]=3[C:28]([C:38]([F:41])([F:40])[F:39])=[N:27]2)[CH:23]=[C:22]([F:42])[C:21]=1[C:43](=[O:45])[NH2:44])=[O:11]. (3) The reactants are [CH3:1][O:2][C:3]1[CH:4]=[C:5]([NH:11][C:12]2[C:13]3[N:29]=[CH:28][S:27][C:14]=3[N:15]=[C:16]([C:18]3[CH:19]=[C:20]([CH:24]=[CH:25][CH:26]=3)[C:21](O)=[O:22])[N:17]=2)[CH:6]=[CH:7][C:8]=1[O:9][CH3:10].[NH2:30][C:31]1[CH:36]=[CH:35][C:34]([C:37]2[O:41][C:40]([SH:42])=[N:39][N:38]=2)=[CH:33][CH:32]=1.CCN=C=NCCCN(C)C.O. The catalyst is CN(C1C=CN=CC=1)C.CN(C=O)C. The product is [CH3:1][O:2][C:3]1[CH:4]=[C:5]([NH:11][C:12]2[C:13]3[N:29]=[CH:28][S:27][C:14]=3[N:15]=[C:16]([C:18]3[CH:19]=[C:20]([CH:24]=[CH:25][CH:26]=3)[C:21]([NH:30][C:31]3[CH:32]=[CH:33][C:34]([C:37]4[O:41][C:40]([SH:42])=[N:39][N:38]=4)=[CH:35][CH:36]=3)=[O:22])[N:17]=2)[CH:6]=[CH:7][C:8]=1[O:9][CH3:10]. The yield is 0.195. (4) The reactants are [N:1]1([C:7](=[O:9])[CH3:8])[CH2:6][CH2:5][NH:4][CH2:3][CH2:2]1.[C:10]([O-])([O-])=O.[K+].[K+].Br[C:17]([Br:20])([CH3:19])C. No catalyst specified. The product is [Br:20][CH2:17][CH2:19][CH2:10][N:4]1[CH2:5][CH2:6][N:1]([C:7](=[O:9])[CH3:8])[CH2:2][CH2:3]1. The yield is 0.320. (5) The reactants are [C:1]1([CH:7]([N:14]2[CH2:19][CH2:18][NH:17][CH2:16][CH2:15]2)[C:8]2[CH:13]=[CH:12][CH:11]=[CH:10][CH:9]=2)[CH:6]=[CH:5][CH:4]=[CH:3][CH:2]=1.Br[CH2:21][C:22]([N:24]([C:31]1[CH:36]=[CH:35][CH:34]=[CH:33][CH:32]=1)[C:25]1[CH:30]=[CH:29][CH:28]=[CH:27][CH:26]=1)=[O:23].C([O-])(O)=O.[Na+]. The catalyst is CC#N. The product is [CH:7]([N:14]1[CH2:15][CH2:16][N:17]([CH2:21][C:22]([N:24]([C:31]2[CH:36]=[CH:35][CH:34]=[CH:33][CH:32]=2)[C:25]2[CH:30]=[CH:29][CH:28]=[CH:27][CH:26]=2)=[O:23])[CH2:18][CH2:19]1)([C:8]1[CH:13]=[CH:12][CH:11]=[CH:10][CH:9]=1)[C:1]1[CH:6]=[CH:5][CH:4]=[CH:3][CH:2]=1. The yield is 0.840. (6) The reactants are FC(F)(F)S(O[C:7]1[C:8]([CH3:36])([CH3:35])[C@H:9]2[C@:22]([CH3:25])([CH2:23][CH:24]=1)[C@@H:21]1[C@:12]([CH3:34])([C@@:13]3([CH3:33])[C@H:18]([CH2:19][CH2:20]1)[C@H:17]1[C@H:26]([C:29]([CH3:31])=[CH2:30])[CH2:27][CH2:28][C@:16]1([NH2:32])[CH2:15][CH2:14]3)[CH2:11][CH2:10]2)(=O)=O.P(=O)(O)(O)O.[K].CC1(C)C(C)(C)OB([C:53]2[CH2:58][CH2:57][CH:56]([C:59]([O:61][CH2:62][CH3:63])=[O:60])[CH2:55][CH:54]=2)O1.C1(P(C2CCCCC2)C2C=CC=CC=2C2C(OC)=CC=CC=2OC)CCCCC1. The catalyst is O1CCOCC1.O.C([O-])(=O)C.[Pd+2].C([O-])(=O)C. The product is [NH2:32][C@:16]12[CH2:28][CH2:27][C@@H:26]([C:29]([CH3:31])=[CH2:30])[C@@H:17]1[C@@H:18]1[C@@:13]([CH3:33])([CH2:14][CH2:15]2)[C@@:12]2([CH3:34])[C@@H:21]([C@:22]3([CH3:25])[C@@H:9]([CH2:10][CH2:11]2)[C:8]([CH3:35])([CH3:36])[C:7]([C:53]2[CH2:58][CH2:57][CH:56]([C:59]([O:61][CH2:62][CH3:63])=[O:60])[CH2:55][CH:54]=2)=[CH:24][CH2:23]3)[CH2:20][CH2:19]1. The yield is 0.656. (7) The reactants are [Cl:1][C:2]1[CH:7]=[CH:6][C:5]([C:8]2[CH:9]=[N:10][CH:11]=[C:12]3[C:17]=2[N:16]=[C:15]([C:18]([OH:20])=O)[CH:14]=[CH:13]3)=[CH:4][CH:3]=1.C(N(CC)C(C)C)(C)C.F[P-](F)(F)(F)(F)F.N1(OC(N(C)C)=[N+](C)C)C2N=CC=CC=2N=N1.[CH3:54][O:55][C:56]1[CH:61]=[CH:60][CH:59]=[CH:58][C:57]=1[CH2:62][NH2:63]. The product is [Cl:1][C:2]1[CH:3]=[CH:4][C:5]([C:8]2[CH:9]=[N:10][CH:11]=[C:12]3[C:17]=2[N:16]=[C:15]([C:18]([NH:63][CH2:62][C:57]2[CH:58]=[CH:59][CH:60]=[CH:61][C:56]=2[O:55][CH3:54])=[O:20])[CH:14]=[CH:13]3)=[CH:6][CH:7]=1. The catalyst is CN(C)C=O. The yield is 0.0500. (8) The reactants are N([O-])=O.[Na+].[Cl:5][C:6]1[C:11]([Cl:12])=[CH:10][CH:9]=[CH:8][C:7]=1[CH2:13][N:14]1[C:18]2[CH:19]=[C:20]([N:24]3[CH2:29][CH2:28][O:27][CH2:26][CH2:25]3)[CH:21]=[C:22](N)[C:17]=2[N:16]=[C:15]1[CH3:30].[Na+].[Br-:32].C([O-])([O-])=O.[Na+].[Na+]. The catalyst is O.Br. The product is [Br:32][C:22]1[C:17]2[N:16]=[C:15]([CH3:30])[N:14]([CH2:13][C:7]3[CH:8]=[CH:9][CH:10]=[C:11]([Cl:12])[C:6]=3[Cl:5])[C:18]=2[CH:19]=[C:20]([N:24]2[CH2:29][CH2:28][O:27][CH2:26][CH2:25]2)[CH:21]=1. The yield is 0.440. (9) The reactants are [NH2:1][C:2]1[O:6][N:5]=[C:4]([CH3:7])[C:3]=1[Br:8].[C:9]1([C:19]2[CH:24]=[CH:23][CH:22]=[CH:21][CH:20]=2)[CH:14]=[CH:13][CH:12]=[C:11]([S:15](Cl)(=[O:17])=[O:16])[CH:10]=1. No catalyst specified. The product is [Br:8][C:3]1[C:4]([CH3:7])=[N:5][O:6][C:2]=1[NH:1][S:15]([C:11]1[CH:10]=[C:9]([C:19]2[CH:20]=[CH:21][CH:22]=[CH:23][CH:24]=2)[CH:14]=[CH:13][CH:12]=1)(=[O:17])=[O:16]. The yield is 0.220. (10) The reactants are C([Li])CCC.Br[C:7]1[CH:8]=[C:9]([CH3:18])[C:10]([O:14][CH:15]([F:17])[F:16])=[C:11]([CH3:13])[CH:12]=1.[Cl:19][C:20]1[CH:25]=[C:24]([C:26]([C:34]2[C:35]([C:40]#[N:41])=[N:36][CH:37]=[CH:38][CH:39]=2)=[N:27]S(C(C)(C)C)=O)[CH:23]=[CH:22][N:21]=1.Cl.C([O-])(O)=O.[Na+]. The catalyst is C1COCC1. The product is [Cl:19][C:20]1[CH:25]=[C:24]([C:26]2([C:7]3[CH:8]=[C:9]([CH3:18])[C:10]([O:14][CH:15]([F:17])[F:16])=[C:11]([CH3:13])[CH:12]=3)[C:34]3[C:35](=[N:36][CH:37]=[CH:38][CH:39]=3)[C:40]([NH2:41])=[N:27]2)[CH:23]=[CH:22][N:21]=1. The yield is 0.460.